Dataset: Catalyst prediction with 721,799 reactions and 888 catalyst types from USPTO. Task: Predict which catalyst facilitates the given reaction. Reactant: Cl.[Cl:2][C:3]1[CH:4]=[C:5]2[C:10](=[CH:11][CH:12]=1)[N:9]=[C:8]([N:13]1[CH2:18][CH2:17][NH:16][CH2:15][CH2:14]1)[CH:7]=[CH:6]2.[N:19]1([C:25]2[CH:33]=[CH:32][C:31]([N+:34]([O-:36])=[O:35])=[CH:30][C:26]=2[C:27](O)=[O:28])[CH2:24][CH2:23][O:22][CH2:21][CH2:20]1.C(OCC)(=O)C. Product: [Cl:2][C:3]1[CH:4]=[C:5]2[C:10](=[CH:11][CH:12]=1)[N:9]=[C:8]([N:13]1[CH2:14][CH2:15][N:16]([C:27]([C:26]3[CH:30]=[C:31]([N+:34]([O-:36])=[O:35])[CH:32]=[CH:33][C:25]=3[N:19]3[CH2:24][CH2:23][O:22][CH2:21][CH2:20]3)=[O:28])[CH2:17][CH2:18]1)[CH:7]=[CH:6]2. The catalyst class is: 10.